The task is: Predict the reactants needed to synthesize the given product.. This data is from Retrosynthesis with 50K atom-mapped reactions and 10 reaction types from USPTO. (1) The reactants are: COc1cc(C(=O)O)ccc1NS(C)(=O)=O.Nc1cncnc1N. Given the product COc1cc(-c2nc3ncncc3[nH]2)ccc1NS(C)(=O)=O, predict the reactants needed to synthesize it. (2) Given the product CC(C)(C)C(=O)ON[C@H]1CSc2c(cccc2-c2ccccc2)NC1=O, predict the reactants needed to synthesize it. The reactants are: CC(C)(C)C(=O)ON[C@@H](CSc1c(N)cccc1-c1ccccc1)C(=O)O. (3) Given the product OC1(c2ccccc2)CCN(Cc2cc3nc(Cl)nc(N4CCOCC4)c3s2)CC1, predict the reactants needed to synthesize it. The reactants are: O=Cc1cc2nc(Cl)nc(N3CCOCC3)c2s1.OC1(c2ccccc2)CCNCC1. (4) The reactants are: COc1cccc(B(O)O)c1.O=C1CN(C(=O)c2cc(Br)c(-c3cccc(Cl)c3)o2)CCN1. Given the product COc1cccc(-c2cc(C(=O)N3CCNC(=O)C3)oc2-c2cccc(Cl)c2)c1, predict the reactants needed to synthesize it. (5) Given the product COCC1CCN(c2ccc(C#N)c3ccccc23)C1, predict the reactants needed to synthesize it. The reactants are: CI.N#Cc1ccc(N2CCC(CO)C2)c2ccccc12. (6) The reactants are: COc1ncc(B(O)O)cc1F.Nc1c(C(=O)NC2CC2)nnc2c(I)c(F)ccc12. Given the product COc1ncc(-c2c(F)ccc3c(N)c(C(=O)NC4CC4)nnc23)cc1F, predict the reactants needed to synthesize it. (7) Given the product c1cc(OCC2CO2)ccc1OCCOCC1CC1, predict the reactants needed to synthesize it. The reactants are: ClCC1CO1.Oc1ccc(OCCOCC2CC2)cc1.